Dataset: Full USPTO retrosynthesis dataset with 1.9M reactions from patents (1976-2016). Task: Predict the reactants needed to synthesize the given product. (1) Given the product [Br:1][C:2]1[CH:11]=[C:10]2[C:5]([N:6]=[C:7]([NH:17][CH2:18][C:19]3[CH:24]=[CH:23][C:22]([O:25][CH3:26])=[CH:21][CH:20]=3)[C:8]([CH2:12][CH2:13][C:14]([NH:43][CH2:42][CH:36]3[CH2:41][CH2:40][CH2:39][CH2:38][CH2:37]3)=[O:16])=[N:9]2)=[CH:4][CH:3]=1, predict the reactants needed to synthesize it. The reactants are: [Br:1][C:2]1[CH:11]=[C:10]2[C:5]([N:6]=[C:7]([NH:17][CH2:18][C:19]3[CH:24]=[CH:23][C:22]([O:25][CH3:26])=[CH:21][CH:20]=3)[C:8]([CH2:12][CH2:13][C:14]([OH:16])=O)=[N:9]2)=[CH:4][CH:3]=1.C(N(C(C)C)C(C)C)C.[CH:36]1([CH2:42][NH2:43])[CH2:41][CH2:40][CH2:39][CH2:38][CH2:37]1.CN(C(ON1N=NC2C=CC=NC1=2)=[N+](C)C)C.F[P-](F)(F)(F)(F)F. (2) Given the product [O:21]([C:15]1[CH:14]=[C:13]([CH:18]=[CH:17][C:16]=1[O:19][CH3:20])[CH2:12][NH:11][C:9](=[O:10])[C:8]1[CH:27]=[C:26]([N+:28]([O-:30])=[O:29])[CH:25]=[CH:24][C:23]=1[NH:33][C@H:34]1[CH2:38][C@@H:37]([CH2:40][OH:42])[NH:36][CH2:35]1)[CH3:22], predict the reactants needed to synthesize it. The reactants are: C(OC([C:8]1([CH2:27][C@:26](CO)([N+:28]([O-:30])=[O:29])[CH:25]=[CH:24][CH:23]1[NH:33][C@H:34]1[CH2:38][CH2:37][NH:36][CH2:35]1)[C:9]([NH:11][CH2:12][C:13]1[CH:18]=[CH:17][C:16]([O:19][CH3:20])=[C:15]([O:21][CH3:22])[CH:14]=1)=[O:10])=O)(C)(C)C.Cl.[C:40](OCC)(=[O:42])C. (3) Given the product [I:19][C:20]1[N:21]=[CH:22][N:23]([C:2]2[N:7]=[C:6]([CH3:8])[CH:5]=[C:4]([C:9]3[CH:14]=[CH:13][C:12]([C:15]([F:18])([F:17])[F:16])=[CH:11][CH:10]=3)[N:3]=2)[CH:24]=1, predict the reactants needed to synthesize it. The reactants are: Cl[C:2]1[N:7]=[C:6]([CH3:8])[CH:5]=[C:4]([C:9]2[CH:14]=[CH:13][C:12]([C:15]([F:18])([F:17])[F:16])=[CH:11][CH:10]=2)[N:3]=1.[I:19][C:20]1[N:21]=[CH:22][NH:23][CH:24]=1. (4) Given the product [CH3:2][O:3][C:4]([C:6]1[C:10]([NH2:11])=[CH:9][S:8][CH:7]=1)=[O:5], predict the reactants needed to synthesize it. The reactants are: Cl.[CH3:2][O:3][C:4]([CH:6]1[C:10](=[N:11]O)[CH2:9][S:8][CH2:7]1)=[O:5]. (5) Given the product [CH2:12]([O:11][C:8]1[CH:7]=[CH:6][C:5]([CH2:4][CH2:3][OH:2])=[CH:10][CH:9]=1)[C:13]1[CH:14]=[CH:15][CH:16]=[CH:17][CH:18]=1, predict the reactants needed to synthesize it. The reactants are: C[O:2][C:3](=O)[CH2:4][C:5]1[CH:10]=[CH:9][C:8]([O:11][CH2:12][C:13]2[CH:18]=[CH:17][CH:16]=[CH:15][CH:14]=2)=[CH:7][CH:6]=1.[H-].[Al+3].[Li+].[H-].[H-].[H-]. (6) The reactants are: [C:1]1([S:7]([N:10]2[C:14]3=[N:15][CH:16]=[CH:17][CH:18]=[C:13]3[CH:12]=[C:11]2[CH:19]([OH:30])[CH2:20][CH:21]2[CH2:29][CH2:28][C:23]3([O:27][CH2:26][CH2:25][O:24]3)[CH2:22]2)(=[O:9])=[O:8])[CH:6]=[CH:5][CH:4]=[CH:3][CH:2]=1.CC(OI1(OC(C)=O)(OC(C)=O)OC(=O)C2C=CC=CC1=2)=O. Given the product [C:1]1([S:7]([N:10]2[C:14]3=[N:15][CH:16]=[CH:17][CH:18]=[C:13]3[CH:12]=[C:11]2[C:19](=[O:30])[CH2:20][CH:21]2[CH2:29][CH2:28][C:23]3([O:27][CH2:26][CH2:25][O:24]3)[CH2:22]2)(=[O:9])=[O:8])[CH:6]=[CH:5][CH:4]=[CH:3][CH:2]=1, predict the reactants needed to synthesize it. (7) The reactants are: [CH3:1][C:2]([NH:4][C@@H:5]([C:9](NCC1C=CC=CC=1)=[O:10])[CH2:6][O:7][CH3:8])=[O:3].C[O:20]C(=O)[C@@H](CO)N.C(OP(OCC)(C1C=CC=CC=1)(C1C=CC=CC=1)C1C=CC=CC=1)C.C(OC(=O)C)(=O)C.CN(C1C=CC=CN=1)C.[OH-].[Li+]. Given the product [C:2]([NH:4][C@H:5]([CH2:6][O:7][CH3:8])[C:9]([OH:10])=[O:20])(=[O:3])[CH3:1], predict the reactants needed to synthesize it.